This data is from Full USPTO retrosynthesis dataset with 1.9M reactions from patents (1976-2016). The task is: Predict the reactants needed to synthesize the given product. (1) Given the product [C:1]([C:4]1[CH:5]=[CH:6][C:7]([C:10]2[N:14]3[CH:15]=[C:16]([C:19]4[CH:29]=[CH:28][C:22]([C:23]([OH:25])=[O:24])=[CH:21][CH:20]=4)[N:17]=[CH:18][C:13]3=[N:12][CH:11]=2)=[CH:8][CH:9]=1)(=[O:3])[NH2:2], predict the reactants needed to synthesize it. The reactants are: [C:1]([C:4]1[CH:9]=[CH:8][C:7]([C:10]2[N:14]3[CH:15]=[C:16]([C:19]4[CH:29]=[CH:28][C:22]([C:23]([O:25]CC)=[O:24])=[CH:21][CH:20]=4)[N:17]=[CH:18][C:13]3=[N:12][CH:11]=2)=[CH:6][CH:5]=1)(=[O:3])[NH2:2].O[Li].O. (2) Given the product [N:12]1[CH:13]=[CH:14][CH:15]=[N:16][C:11]=1[N:5]1[C:4]([CH3:3])=[CH:8][C:7]([CH3:9])=[N:6]1, predict the reactants needed to synthesize it. The reactants are: [H-].[Na+].[CH3:3][C:4]1[CH:8]=[C:7]([CH3:9])[NH:6][N:5]=1.Cl[C:11]1[N:16]=[CH:15][CH:14]=[CH:13][N:12]=1.O. (3) The reactants are: [CH3:1][C:2]1[CH:7]=[CH:6][C:5]([S:8]([N:11]2[C:19]3[C:14](=[CH:15][CH:16]=[CH:17][CH:18]=3)[C:13](B(O)O)=[CH:12]2)(=[O:10])=[O:9])=[CH:4][CH:3]=1.Cl[C:24]1[N:29]=[C:28]([NH2:30])[N:27]=[C:26]([NH:31][CH:32]2[CH2:34][CH2:33]2)[CH:25]=1. Given the product [CH:32]1([NH:31][C:26]2[CH:25]=[C:24]([C:13]3[C:14]4[C:19](=[CH:18][CH:17]=[CH:16][CH:15]=4)[N:11]([S:8]([C:5]4[CH:6]=[CH:7][C:2]([CH3:1])=[CH:3][CH:4]=4)(=[O:10])=[O:9])[CH:12]=3)[N:29]=[C:28]([NH2:30])[N:27]=2)[CH2:34][CH2:33]1, predict the reactants needed to synthesize it. (4) The reactants are: [Br:1][C:2]1[CH:3]=[C:4]([C:9]2[O:10][C:11]3[CH:17]=[CH:16][CH:15]=[C:14]([C:18]#[N:19])[C:12]=3[N:13]=2)[C:5]([NH2:8])=[N:6][CH:7]=1.[C:20](O[C:20]([O:22][C:23]([CH3:26])([CH3:25])[CH3:24])=[O:21])([O:22][C:23]([CH3:26])([CH3:25])[CH3:24])=[O:21]. Given the product [Br:1][C:2]1[CH:3]=[C:4]([C:9]2[O:10][C:11]3[CH:17]=[CH:16][CH:15]=[C:14]([C:18]#[N:19])[C:12]=3[N:13]=2)[C:5]([N:8]([C:20]([O:22][C:23]([CH3:26])([CH3:25])[CH3:24])=[O:21])[C:20](=[O:21])[O:22][C:23]([CH3:26])([CH3:25])[CH3:24])=[N:6][CH:7]=1, predict the reactants needed to synthesize it. (5) Given the product [OH:4][CH2:3][CH2:2][N:1]([CH2:5][CH2:6][OH:7])[S:14]([C:12]1[S:13][C:9]([Br:8])=[CH:10][CH:11]=1)(=[O:16])=[O:15], predict the reactants needed to synthesize it. The reactants are: [NH:1]([CH2:5][CH2:6][OH:7])[CH2:2][CH2:3][OH:4].[Br:8][C:9]1[S:13][C:12]([S:14](Cl)(=[O:16])=[O:15])=[CH:11][CH:10]=1.C(N(CC)CC)C. (6) Given the product [CH3:13][O:14][C:15]1[CH:16]=[N:17][CH:18]=[CH:19][C:20]=1[NH:21][S:9]([C:4]1[CH:5]=[CH:6][C:7]([Cl:8])=[C:2]([Cl:1])[CH:3]=1)(=[O:11])=[O:10], predict the reactants needed to synthesize it. The reactants are: [Cl:1][C:2]1[CH:3]=[C:4]([S:9](Cl)(=[O:11])=[O:10])[CH:5]=[CH:6][C:7]=1[Cl:8].[CH3:13][O:14][C:15]1[CH:16]=[N:17][CH:18]=[CH:19][C:20]=1[NH2:21].O.ClCCl. (7) Given the product [CH3:21][S:18]([C:15]1[CH:16]=[CH:17][C:12]([CH:4]([CH2:5][CH:6]2[CH2:11][CH2:10][O:9][CH2:8][CH2:7]2)[C:3]([OH:23])=[O:2])=[CH:13][C:14]=1[CH3:22])(=[O:20])=[O:19], predict the reactants needed to synthesize it. The reactants are: C[O:2][C:3](=[O:23])[CH:4]([C:12]1[CH:17]=[CH:16][C:15]([S:18]([CH3:21])(=[O:20])=[O:19])=[C:14]([CH3:22])[CH:13]=1)[CH2:5][CH:6]1[CH2:11][CH2:10][O:9][CH2:8][CH2:7]1.O.[OH-].[Li+].